Dataset: Full USPTO retrosynthesis dataset with 1.9M reactions from patents (1976-2016). Task: Predict the reactants needed to synthesize the given product. (1) Given the product [OH:17][CH:16]([C:13]1[CH:14]=[CH:15][C:10]([C@@H:8]([NH:7][C:6](=[O:18])[O:5][C:1]([CH3:2])([CH3:3])[CH3:4])[CH3:9])=[CH:11][CH:12]=1)[CH2:19][C:20]1[CH:25]=[CH:24][CH:23]=[CH:22][CH:21]=1, predict the reactants needed to synthesize it. The reactants are: [C:1]([O:5][C:6](=[O:18])[NH:7][C@H:8]([C:10]1[CH:15]=[CH:14][C:13]([CH:16]=[O:17])=[CH:12][CH:11]=1)[CH3:9])([CH3:4])([CH3:3])[CH3:2].[CH2:19]([Mg]Cl)[C:20]1[CH:25]=[CH:24][CH:23]=[CH:22][CH:21]=1.[Cl-].[NH4+]. (2) The reactants are: [C:1]1([C:7]2[CH2:12][O:11][CH2:10][CH2:9][C:8]=2[CH2:13]O)[CH:6]=[CH:5][CH:4]=[CH:3][CH:2]=1.[Br:15]P(Br)(C1C=CC=CC=1)(C1C=CC=CC=1)C1C=CC=CC=1. Given the product [Br:15][CH2:13][C:8]1[CH2:9][CH2:10][O:11][CH2:12][C:7]=1[C:1]1[CH:6]=[CH:5][CH:4]=[CH:3][CH:2]=1, predict the reactants needed to synthesize it. (3) Given the product [Cl:1][C:2]1[C:7]([O:8][CH3:9])=[CH:6][C:5]([C:10]2[O:11][C:12]([C:20](=[O:36])[CH:21]([O:34][CH3:35])[C:22]3[CH:23]=[CH:24][C:25]([C:28]4[O:29][C:30]([CH3:33])=[N:31][N:32]=4)=[CH:26][CH:27]=3)=[CH:13][CH:14]=2)=[CH:4][C:3]=1[O:15][CH3:16], predict the reactants needed to synthesize it. The reactants are: [Cl:1][C:2]1[C:7]([O:8][CH3:9])=[CH:6][C:5]([C:10]2[O:11][CH:12]=[CH:13][CH:14]=2)=[CH:4][C:3]=1[O:15][CH3:16].CON(C)[C:20](=[O:36])[CH:21]([O:34][CH3:35])[C:22]1[CH:27]=[CH:26][C:25]([C:28]2[O:29][C:30]([CH3:33])=[N:31][N:32]=2)=[CH:24][CH:23]=1. (4) Given the product [NH2:1][C:2]1[C:7]([NH2:8])=[C:6]([O:11][C:12]2[C:21]3[C:16](=[CH:17][CH:18]=[CH:19][CH:20]=3)[C:15]([NH:22][C:23](=[O:29])[O:24][C:25]([CH3:27])([CH3:26])[CH3:28])=[CH:14][CH:13]=2)[CH:5]=[CH:4][N:3]=1, predict the reactants needed to synthesize it. The reactants are: [NH2:1][C:2]1[C:7]([N+:8]([O-])=O)=[C:6]([O:11][C:12]2[C:21]3[C:16](=[CH:17][CH:18]=[CH:19][CH:20]=3)[C:15]([NH:22][C:23](=[O:29])[O:24][C:25]([CH3:28])([CH3:27])[CH3:26])=[CH:14][CH:13]=2)[CH:5]=[CH:4][N:3]=1. (5) The reactants are: [F:1][C:2]1[CH:3]=[C:4]([NH:9][CH2:10][C@@H:11]([OH:24])[CH2:12][N:13]2[C:21](=[O:22])[C:20]3[C:15](=[CH:16][CH:17]=[CH:18][CH:19]=3)[C:14]2=[O:23])[CH:5]=[CH:6][C:7]=1[F:8].C1N=CN([C:30](N2C=NC=C2)=[O:31])C=1. Given the product [F:1][C:2]1[CH:3]=[C:4]([N:9]2[CH2:10][C@H:11]([CH2:12][N:13]3[C:21](=[O:22])[C:20]4[C:15](=[CH:16][CH:17]=[CH:18][CH:19]=4)[C:14]3=[O:23])[O:24][C:30]2=[O:31])[CH:5]=[CH:6][C:7]=1[F:8], predict the reactants needed to synthesize it. (6) Given the product [CH3:3][O:4][C:5]1[N:6]=[C:7]2[C:12](=[CH:13][CH:14]=1)[N:11]=[CH:10][CH:9]=[C:8]2[NH:15][C:16]([N:18]1[CH2:19][CH2:20][N:21]([CH2:24][CH:25]([OH:36])[C:26]2[CH:35]=[N:34][C:33]3[C:28](=[CH:29][CH:30]=[CH:31][CH:32]=3)[N:27]=2)[CH2:22][CH2:23]1)=[O:17], predict the reactants needed to synthesize it. The reactants are: [BH4-].[Na+].[CH3:3][O:4][C:5]1[N:6]=[C:7]2[C:12](=[CH:13][CH:14]=1)[N:11]=[CH:10][CH:9]=[C:8]2[NH:15][C:16]([N:18]1[CH2:23][CH2:22][N:21]([CH2:24][C:25](=[O:36])[C:26]2[CH:35]=[N:34][C:33]3[C:28](=[CH:29][CH:30]=[CH:31][CH:32]=3)[N:27]=2)[CH2:20][CH2:19]1)=[O:17].